Dataset: Catalyst prediction with 721,799 reactions and 888 catalyst types from USPTO. Task: Predict which catalyst facilitates the given reaction. (1) Reactant: C(O)(=O)[C@@H]([C@H](C(O)=O)O)O.[CH:11]([NH:13][C:14]1[CH:15]=[C:16]([C@@H:21]([OH:60])[CH2:22][NH:23][CH2:24][C:25]2[C:30]([CH3:31])=[CH:29][C:28]([NH:32][C:33]([CH2:35][CH2:36][N:37]3[CH2:42][CH2:41][CH:40]([O:43][C:44](=[O:58])[NH:45][C:46]4[CH:51]=[CH:50][CH:49]=[CH:48][C:47]=4[C:52]4[CH:57]=[CH:56][CH:55]=[CH:54][CH:53]=4)[CH2:39][CH2:38]3)=[O:34])=[C:27]([CH3:59])[CH:26]=2)[CH:17]=[CH:18][C:19]=1[OH:20])=[O:12].CO.C(=O)(O)[O-].[Na+]. Product: [CH:11]([NH:13][C:14]1[CH:15]=[C:16]([C@@H:21]([OH:60])[CH2:22][NH:23][CH2:24][C:25]2[C:30]([CH3:31])=[CH:29][C:28]([NH:32][C:33]([CH2:35][CH2:36][N:37]3[CH2:42][CH2:41][CH:40]([O:43][C:44](=[O:58])[NH:45][C:46]4[CH:51]=[CH:50][CH:49]=[CH:48][C:47]=4[C:52]4[CH:57]=[CH:56][CH:55]=[CH:54][CH:53]=4)[CH2:39][CH2:38]3)=[O:34])=[C:27]([CH3:59])[CH:26]=2)[CH:17]=[CH:18][C:19]=1[OH:20])=[O:12]. The catalyst class is: 6. (2) Reactant: [CH3:1][C:2](=[N:4][OH:5])[CH3:3].CC(C)([O-])C.[K+].[Br:12][C:13]1[CH:14]=[CH:15][C:16](F)=[C:17]([CH:20]=1)[C:18]#[N:19]. Product: [Br:12][C:13]1[CH:14]=[CH:15][C:16]([O:5][N:4]=[C:2]([CH3:3])[CH3:1])=[C:17]([CH:20]=1)[C:18]#[N:19]. The catalyst class is: 30. (3) Reactant: [CH2:1]([O:8][C:9]([N:11]1[CH2:16][CH2:15][N:14](C(OCCC)=O)[CH2:13][CH2:12]1)=[O:10])[C:2]1C=CC=C[CH:3]=1. Product: [CH2:1]([O:8][C:9]([N:11]1[CH2:16][CH2:15][NH:14][CH2:13][CH2:12]1)=[O:10])[CH2:2][CH3:3]. The catalyst class is: 29. (4) Reactant: [C:1]([O:5][C:6]([NH:8][C:9]1[CH:14]=[CH:13][CH:12]=[CH:11][C:10]=1[NH:15][C:16](=[O:32])[C:17]1[CH:22]=[CH:21][C:20](B2OC(C)(C)C(C)(C)O2)=[CH:19][CH:18]=1)=[O:7])([CH3:4])([CH3:3])[CH3:2].[C:33]1([NH:39][C:40](=[O:49])[O:41][CH2:42][C:43]2[S:47][C:46](Cl)=[N:45][CH:44]=2)[CH:38]=[CH:37][CH:36]=[CH:35][CH:34]=1. Product: [C:33]1([NH:39][C:40](=[O:49])[O:41][CH2:42][C:43]2[S:47][C:46]([C:20]3[CH:19]=[CH:18][C:17]([C:16]([NH:15][C:10]4[CH:11]=[CH:12][CH:13]=[CH:14][C:9]=4[NH:8][C:6]([O:5][C:1]([CH3:4])([CH3:3])[CH3:2])=[O:7])=[O:32])=[CH:22][CH:21]=3)=[N:45][CH:44]=2)[CH:38]=[CH:37][CH:36]=[CH:35][CH:34]=1. The catalyst class is: 84. (5) Reactant: C(OC([NH:8][CH2:9][C@H:10]1[CH2:15][CH2:14][C@H:13]([C:16]([NH:18][C@H:19]([C:51](=[O:64])[NH:52][C:53]2[CH:58]=[CH:57][C:56]([C:59]3[N:60]=[N:61][NH:62][N:63]=3)=[CH:55][CH:54]=2)[CH2:20][C:21]2[CH:26]=[CH:25][C:24]([C:27]3[CH:32]=[CH:31][C:30]([C:33]([NH:35][CH:36]4[CH2:41][CH2:40][N:39](C(OC(C)(C)C)=O)[CH2:38][CH2:37]4)=[O:34])=[C:29]([CH3:49])[C:28]=3[CH3:50])=[CH:23][CH:22]=2)=[O:17])[CH2:12][CH2:11]1)=O)(C)(C)C.[ClH:65]. Product: [ClH:65].[NH2:8][CH2:9][C@H:10]1[CH2:15][CH2:14][C@H:13]([C:16]([NH:18][C@H:19]([C:51](=[O:64])[NH:52][C:53]2[CH:54]=[CH:55][C:56]([C:59]3[N:60]=[N:61][NH:62][N:63]=3)=[CH:57][CH:58]=2)[CH2:20][C:21]2[CH:22]=[CH:23][C:24]([C:27]3[CH:32]=[CH:31][C:30]([C:33]([NH:35][CH:36]4[CH2:37][CH2:38][NH:39][CH2:40][CH2:41]4)=[O:34])=[C:29]([CH3:49])[C:28]=3[CH3:50])=[CH:25][CH:26]=2)=[O:17])[CH2:12][CH2:11]1. The catalyst class is: 12. (6) Reactant: Cl.[C:2]([NH2:5])(=[NH:4])[CH3:3].C[O-].[Na+].[F:9][C:10]1[CH:24]=[CH:23][C:13]([CH2:14][CH:15]([C:20](=O)[CH3:21])[C:16](OC)=[O:17])=[CH:12][CH:11]=1.O. Product: [F:9][C:10]1[CH:11]=[CH:12][C:13]([CH2:14][C:15]2[C:16]([OH:17])=[N:4][C:2]([CH3:3])=[N:5][C:20]=2[CH3:21])=[CH:23][CH:24]=1. The catalyst class is: 5. (7) Reactant: Cl.Cl.[NH2:3][C:4]1[C:5]([CH3:15])=[N:6][C:7]([CH3:14])=[CH:8][C:9]=1[C:10]([F:13])([F:12])[F:11].N.CN(C)C1C=CC=CC=1.[Br:26][CH2:27][C:28](Br)=[O:29]. Product: [Br:26][CH2:27][C:28]([NH:3][C:4]1[C:5]([CH3:15])=[N:6][C:7]([CH3:14])=[CH:8][C:9]=1[C:10]([F:13])([F:11])[F:12])=[O:29]. The catalyst class is: 138.